This data is from Experimentally validated miRNA-target interactions with 360,000+ pairs, plus equal number of negative samples. The task is: Binary Classification. Given a miRNA mature sequence and a target amino acid sequence, predict their likelihood of interaction. (1) The miRNA is hsa-miR-373-5p with sequence ACUCAAAAUGGGGGCGCUUUCC. The protein sequence of the target gene is MDSYSAPESTPSASSRPEDYFIGATPLQKRLESVRKQSSFILTPPRRKIPQCSQLQEDVDPQKVAFLLHKQWTLYSLTPLYKFSYSNLKEYSRLLNAFIVAEKQKGLAVEVGEDFNIKVIFSTLLGMKGTQRDPEAFLVQIVSKSQLPSENREGKVLWTGWFCCVFGDSLLETVSEDFTCLPLFLANGAESNTAIIGTWFQKTFDCYFSPLAINAFNLSWMAAMWTACKMDHYVATTEFLWSVPCSPQSLDISFAIHPEDAKALWDSVHKTPGEVTQEEVDLFMDCLYSHFHRHFKIHLS.... Result: 1 (interaction). (2) The miRNA is hsa-miR-608 with sequence AGGGGUGGUGUUGGGACAGCUCCGU. The protein sequence of the target gene is MILGSLSRAGPLPLLRQPPIMQPPLDLKQILPFPLEPAPTLGLFSNYSTMDPVQKAVLSHTFGGPLLKTKRPVISCNICQIRFNSQSQAEAHYKGNRHARRVKGIEAAKTRGREPGVREPGDPAPPGSTPTNGDGVAPRPVSMENGLGPAPGSPEKQPGSPSPPSIPETGQGVTKGEGGTPAPASLPGGSKEEEEKAKRLLYCALCKVAVNSLSQLEAHNKGTKHKTILEARSGLGPIKAYPRLGPPTPGEPEAPAQDRTFHCEICNVKVNSEVQLKQHISSRRHRDGVAGKPNPLLSRH.... Result: 1 (interaction). (3) The miRNA is hsa-miR-6864-3p with sequence GUGAGACUUCUCUCCCUUCAG. The protein sequence of the target gene is MEALRNPMPLGSSEEALGDLACSSLTGASRDLGTGAVASGTQEETSGPRGDPQQTPSLEKERHTPSRTGPGAAGRTLPRRSRSWERAPRSSRGAQAAACHTSHHSAGSRPGGHLGGQAVGTPNCVPVEGPGCTKEEDVLASSACVSTDGGSLHCHNPSGPSDVPARQPHPEQEGWPPGTGDFPSQVPKQVLDVSQELLQSGVVTLPGTRDRHGRAVVQVRTRSLLWTREHSSCAELTRLLLYFHSIPRKEVRDLGLVVLVDARRSPAAPAVSQALSGLQNNTSPIIHSILLLVDKESAFR.... Result: 1 (interaction).